Predict the reactants needed to synthesize the given product. From a dataset of Full USPTO retrosynthesis dataset with 1.9M reactions from patents (1976-2016). (1) Given the product [CH2:1]([C:3]1[N:4]=[C:5]2[C:10]([C:11]([F:14])([F:13])[F:12])=[CH:9][CH:8]=[CH:7][N:6]2[C:15]=1[C:16]1[CH:17]=[C:18]([CH:19]=[CH:20][CH:21]=1)[O:22][C:45]1[CH:52]=[CH:51][C:48]([C:49]#[N:50])=[C:47]([S:53]([CH3:56])(=[O:54])=[O:55])[CH:46]=1)[CH3:2], predict the reactants needed to synthesize it. The reactants are: [CH2:1]([C:3]1[N:4]=[C:5]2[C:10]([C:11]([F:14])([F:13])[F:12])=[CH:9][CH:8]=[CH:7][N:6]2[C:15]=1[C:16]1[CH:17]=[C:18]([OH:22])[CH:19]=[CH:20][CH:21]=1)[CH3:2].CC1N=C2C(C(F)(F)F)=CC=CN2C=1C1C=CC=CC=1O.F[C:45]1[CH:52]=[CH:51][C:48]([C:49]#[N:50])=[C:47]([S:53]([CH3:56])(=[O:55])=[O:54])[CH:46]=1. (2) Given the product [F:29][C@H:30]1[CH2:50][C@H:33]2[C@@H:34]([C:43]3[CH:48]=[CH:47][C:46]([OH:49])=[CH:45][CH:44]=3)[O:35][C:36]3[CH:37]=[CH:38][C:39]([OH:42])=[CH:40][C:41]=3[C@H:32]2[CH2:31]1, predict the reactants needed to synthesize it. The reactants are: COCOC1C=CC2OC(C3C=CC(OCOC)=CC=3)C3CC(O)CC3C=2C=1.[F:29][C@@H:30]1[CH2:50][C@H:33]2[C@@H:34]([C:43]3[CH:48]=[CH:47][C:46]([OH:49])=[CH:45][CH:44]=3)[O:35][C:36]3[CH:37]=[CH:38][C:39]([OH:42])=[CH:40][C:41]=3[C@H:32]2[CH2:31]1. (3) Given the product [Br:1][C:2]1[CH:3]=[CH:4][C:5]([CH2:6][CH:7]([C:8]([OH:10])=[O:9])[C:13]([OH:15])=[O:14])=[CH:18][CH:19]=1, predict the reactants needed to synthesize it. The reactants are: [Br:1][C:2]1[CH:19]=[CH:18][C:5]([CH2:6][CH:7]([C:13]([O:15]CC)=[O:14])[C:8]([O:10]CC)=[O:9])=[CH:4][CH:3]=1.[OH-].[K+]. (4) Given the product [NH2:33][C:9]1[C:6]2[C:7](=[O:8])[N:2]([CH3:1])[C:3](=[O:30])[N:4]([CH2:26][CH:27]([CH3:28])[CH3:29])[C:5]=2[S:11][C:10]=1[CH2:12][C:13]1[CH:18]=[CH:17][CH:16]=[CH:15][C:14]=1[C:19]([F:20])([F:21])[F:22], predict the reactants needed to synthesize it. The reactants are: [CH3:1][N:2]1[C:7](=[O:8])[C:6]2[C:9](C(O)=O)=[C:10]([CH2:12][C:13]3[CH:18]=[CH:17][CH:16]=[CH:15][C:14]=3[C:19]([F:22])([F:21])[F:20])[S:11][C:5]=2[N:4]([CH2:26][CH:27]([CH3:29])[CH3:28])[C:3]1=[O:30].C([N:33](CC)CC)C.C1(P(N=[N+]=[N-])(C2C=CC=CC=2)=O)C=CC=CC=1.ClCCl.CCCC(C)C.